Task: Predict the reactants needed to synthesize the given product.. Dataset: Retrosynthesis with 50K atom-mapped reactions and 10 reaction types from USPTO (1) Given the product Cc1cc(C2CC2)cnc1N1CCN(C(=O)c2ccc(N3CCN(C)C3=O)cc2F)CC1, predict the reactants needed to synthesize it. The reactants are: CN1CCNC1=O.Cc1cc(C2CC2)cnc1N1CCN(C(=O)c2ccc(Br)cc2F)CC1. (2) Given the product C=CCC(C#C[Si](C(C)C)(C(C)C)C(C)C)(OC(=O)c1ccc([N+](=O)[O-])cc1)C(F)(F)F, predict the reactants needed to synthesize it. The reactants are: C=CCC(O)(C#C[Si](C(C)C)(C(C)C)C(C)C)C(F)(F)F.O=C(Cl)c1ccc([N+](=O)[O-])cc1. (3) Given the product O=C(Nc1cnc(Br)c(-c2ccc[n+]([O-])c2)n1)C1CC1, predict the reactants needed to synthesize it. The reactants are: O=C(Nc1cnc(Br)c(-c2cccnc2)n1)C1CC1.O=C(OO)c1cccc(Cl)c1. (4) Given the product C[C@]1(OCc2ccccc2)C(O)O[C@H](COCc2ccccc2)[C@H]1OCc1ccccc1, predict the reactants needed to synthesize it. The reactants are: C[C@]1(OCc2ccccc2)C(=O)O[C@H](COCc2ccccc2)[C@H]1OCc1ccccc1.